Dataset: Reaction yield outcomes from USPTO patents with 853,638 reactions. Task: Predict the reaction yield, written as a fraction of the theoretical maximum amount of product (1.0 means a 100% yield; for example, 0.34 means a 34% yield). The reactants are Br[C:2]1[CH:3]=[C:4]2[C:10]([CH:11]=[O:12])=[N:9][N:8]([C:13]([C:26]3[CH:31]=[CH:30][CH:29]=CC=3)(C3C=CC=CC=3)C3C=CC=CC=3)[C:5]2=[N:6][CH:7]=1.B1(B2OC(C)(C)C(C)(C)O2)O[C:35](C)(C)[C:34]([CH3:40])([CH3:39])O1.CC([O-])=[O:52].[K+].Br[C:56]1[CH:57]=[C:58]2C(C(OC)=O)=NN[C:59]2=[N:60][CH:61]=1.P([O-])([O-])([O-])=O.[K+].[K+].[K+].C[N:78]([CH:80]=[O:81])C. The catalyst is C1C=CC(P(C2C=CC=CC=2)[C-]2C=CC=C2)=CC=1.C1C=CC(P(C2C=CC=CC=2)[C-]2C=CC=C2)=CC=1.Cl[Pd]Cl.[Fe+2].O. The product is [CH:11]([C:10]1[C:4]2[C:5](=[N:6][CH:7]=[C:2]([C:58]3[CH:57]=[C:56]([NH:78][C:80](=[O:81])[C:34]([CH3:40])([CH3:39])[CH3:35])[CH:61]=[N:60][CH:59]=3)[CH:3]=2)[N:8]([CH:13]2[CH2:26][CH2:31][CH2:30][CH2:29][O:52]2)[N:9]=1)=[O:12]. The yield is 0.680.